This data is from Full USPTO retrosynthesis dataset with 1.9M reactions from patents (1976-2016). The task is: Predict the reactants needed to synthesize the given product. (1) The reactants are: [N:1]([CH2:4][CH2:5][CH2:6][C:7]([O:9][CH3:10])=[O:8])=[C:2]=[O:3].[NH2:11][CH2:12][CH2:13][CH2:14][CH2:15][CH2:16][C:17]([CH3:26])([C:20]1[CH:25]=[CH:24][CH:23]=[CH:22][CH:21]=1)[CH2:18][OH:19]. Given the product [OH:19][CH2:18][C:17]([CH3:26])([C:20]1[CH:21]=[CH:22][CH:23]=[CH:24][CH:25]=1)[CH2:16][CH2:15][CH2:14][CH2:13][CH2:12][NH:11][C:2]([NH:1][CH2:4][CH2:5][CH2:6][C:7]([O:9][CH3:10])=[O:8])=[O:3], predict the reactants needed to synthesize it. (2) Given the product [CH2:1]([O:8][C:9]([N:11]1[CH2:15][C@@H:14]([NH:16][C:37]([C:28]2[CH:29]=[CH:30][C:31]3[C:36](=[CH:35][CH:34]=[CH:33][CH:32]=3)[C:27]=2[OH:26])=[O:38])[CH2:13][C@H:12]1[C:17]1[O:18][C:19]2[CH:25]=[CH:24][CH:23]=[CH:22][C:20]=2[N:21]=1)=[O:10])[C:2]1[CH:3]=[CH:4][CH:5]=[CH:6][CH:7]=1, predict the reactants needed to synthesize it. The reactants are: [CH2:1]([O:8][C:9]([N:11]1[CH2:15][C@@H:14]([NH2:16])[CH2:13][C@H:12]1[C:17]1[O:18][C:19]2[CH:25]=[CH:24][CH:23]=[CH:22][C:20]=2[N:21]=1)=[O:10])[C:2]1[CH:7]=[CH:6][CH:5]=[CH:4][CH:3]=1.[OH:26][C:27]1[C:36]2[C:31](=[CH:32][CH:33]=[CH:34][CH:35]=2)[CH:30]=[CH:29][C:28]=1[C:37](O)=[O:38]. (3) Given the product [CH2:15]([O:7][C:1]1[CH:6]=[CH:5][CH:4]=[CH:3][C:2]=1[O:10][CH2:11][CH:12]([CH3:14])[CH3:13])[CH3:16], predict the reactants needed to synthesize it. The reactants are: [C:1]1([OH:7])[CH:6]=[CH:5][CH:4]=[CH:3][CH:2]=1.C([O:10][CH:11]=[C:12]([CH3:14])[CH3:13])C.[C:15]1(C)C=CC=C[CH:16]=1. (4) Given the product [CH:10]([N:20]([CH2:21][C@@H:22]([CH2:26][CH2:27][CH2:28][CH3:29])[C:23]([OH:25])=[O:24])[O:19][CH2:18][C:12]1[CH:13]=[CH:14][CH:15]=[CH:16][CH:17]=1)=[O:11], predict the reactants needed to synthesize it. The reactants are: N1([CH:10]=[O:11])C2C=CC=CC=2N=N1.[C:12]1([CH2:18][O:19][NH:20][CH2:21][C@@H:22]([CH2:26][CH2:27][CH2:28][CH3:29])[C:23]([OH:25])=[O:24])[CH:17]=[CH:16][CH:15]=[CH:14][CH:13]=1.C([O-])([O-])=O.[Na+].[Na+].CC(OC(OC(OC(C)(C)C)=O)=O)(C)C. (5) Given the product [CH:13]([C@H:16]1[CH2:20][O:19][C:18](=[O:21])[N:17]1[C:2]1[CH:3]=[CH:4][C:5]([C:6]([OH:8])=[O:7])=[CH:11][CH:12]=1)([CH3:15])[CH3:14], predict the reactants needed to synthesize it. The reactants are: I[C:2]1[CH:12]=[CH:11][C:5]([C:6]([O:8]CC)=[O:7])=[CH:4][CH:3]=1.[CH:13]([C@H:16]1[CH2:20][O:19][C:18](=[O:21])[NH:17]1)([CH3:15])[CH3:14]. (6) Given the product [C:79]1([S:76]([N:73]2[C:55]3=[N:54][CH:53]=[C:48]([CH2:49][CH:50]([OH:57])[CH2:51][OH:61])[CH:47]=[C:56]3[CH:69]=[CH:70]2)(=[O:78])=[O:77])[CH:84]=[CH:83][CH:82]=[CH:81][CH:80]=1, predict the reactants needed to synthesize it. The reactants are: CC[C@H]1[C@H]2C[C@H]([C@H](OC3C4C(=CC=CC=4)C(O[C@H]([C:47]4[CH:56]=[CH:55][N:54]=[C:53]5[C:48]=4[CH:49]=[C:50]([O:57]C)[CH:51]=C5)[C@@H]4N5C[C@H](CC)[C@@H](CC5)C4)=NN=3)[C:47]3[CH:56]=[CH:55][N:54]=[C:53]4[C:48]=3[CH:49]=[C:50]([O:57]C)[CH:51]=C4)N(CC2)C1.CS([NH-])(=O)=[O:61].C(C1C=[C:69]2C=C[N:73]([S:76]([C:79]3[CH:84]=[CH:83][CH:82]=[CH:81][CH:80]=3)(=[O:78])=[O:77])[C:70]2=NC=1)C=C.S([O-])([O-])=O.[Na+].[Na+].